The task is: Predict which catalyst facilitates the given reaction.. This data is from Catalyst prediction with 721,799 reactions and 888 catalyst types from USPTO. (1) Reactant: C1(P(C2CCCCC2)C2CCCCC2)CCCCC1.[N+:20]([C:23]1[CH:30]=[C:29](Br)[CH:28]=[CH:27][C:24]=1[CH:25]=[O:26])([O-:22])=[O:21].[B:32]1([B:32]2[O:36][C:35]([CH3:38])([CH3:37])[C:34]([CH3:40])([CH3:39])[O:33]2)[O:36][C:35]([CH3:38])([CH3:37])[C:34]([CH3:40])([CH3:39])[O:33]1.C([O-])(=O)C.[K+]. Product: [N+:20]([C:23]1[CH:30]=[CH:29][C:28]([B:32]2[O:36][C:35]([CH3:38])([CH3:37])[C:34]([CH3:40])([CH3:39])[O:33]2)=[CH:27][C:24]=1[CH:25]=[O:26])([O-:22])=[O:21]. The catalyst class is: 62. (2) Reactant: [C:1]([C:9]1[CH:28]=[C:27]([O:29][CH3:30])[CH:26]=[CH:25][C:10]=1[C:11]([N:13]([CH2:22][C:23]#[N:24])[CH2:14][CH:15]([O:19][CH2:20][CH3:21])[O:16][CH2:17][CH3:18])=[O:12])(=O)[C:2]1[CH:7]=[CH:6][CH:5]=[CH:4][CH:3]=1.C[O-].[Na+]. Product: [C:23]([C:22]1[N:13]([CH2:14][CH:15]([O:19][CH2:20][CH3:21])[O:16][CH2:17][CH3:18])[C:11](=[O:12])[C:10]2[C:9]([C:1]=1[C:2]1[CH:7]=[CH:6][CH:5]=[CH:4][CH:3]=1)=[CH:28][C:27]([O:29][CH3:30])=[CH:26][CH:25]=2)#[N:24]. The catalyst class is: 5. (3) Reactant: [Br:1][C:2]1[C:3]([N:20]2[CH2:25][CH2:24][CH:23]([CH2:26][CH2:27][CH2:28][CH2:29][CH2:30][CH:31]3[CH2:36][CH2:35][NH:34][CH2:33][CH2:32]3)[CH2:22][CH2:21]2)=[N:4][CH:5]=[C:6]([S:8]([NH:11][CH:12]([CH2:16][CH2:17][S:18][CH3:19])[C:13]([OH:15])=[O:14])(=[O:10])=[O:9])[CH:7]=1.CCN(C(C)C)C(C)C.[Br:46][C:47]1[CH:48]=[C:49]([S:53](Cl)(=[O:55])=[O:54])[S:50][C:51]=1[Cl:52]. Product: [Br:1][C:2]1[C:3]([N:20]2[CH2:21][CH2:22][CH:23]([CH2:26][CH2:27][CH2:28][CH2:29][CH2:30][CH:31]3[CH2:36][CH2:35][N:34]([S:53]([C:49]4[S:50][C:51]([Cl:52])=[C:47]([Br:46])[CH:48]=4)(=[O:55])=[O:54])[CH2:33][CH2:32]3)[CH2:24][CH2:25]2)=[N:4][CH:5]=[C:6]([S:8]([NH:11][CH:12]([CH2:16][CH2:17][S:18][CH3:19])[C:13]([OH:15])=[O:14])(=[O:9])=[O:10])[CH:7]=1. The catalyst class is: 2. (4) The catalyst class is: 519. Reactant: [NH2:1][C:2]1[S:3][CH:4]=[CH:5][N:6]=1.[C:7]([N+:11]#[C-:12])([CH3:10])([CH3:9])[CH3:8].[Cl:13][C:14]1[CH:21]=[C:20]([Cl:22])[CH:19]=[CH:18][C:15]=1[CH:16]=O. Product: [C:7]([NH:11][C:12]1[N:6]2[C:2]([S:3][CH:4]=[CH:5]2)=[N:1][C:16]=1[C:15]1[CH:18]=[CH:19][C:20]([Cl:22])=[CH:21][C:14]=1[Cl:13])([CH3:10])([CH3:9])[CH3:8]. (5) Reactant: [Cl:1][C:2]1[CH:23]=[CH:22][CH:21]=[C:20]([C:24]([F:27])([F:26])[F:25])[C:3]=1[C:4]([N:6]1[C:14]2[C:9](=[CH:10][CH:11]=[C:12]([C:15]([O:17][CH3:18])=[O:16])[CH:13]=2)[C:8](I)=[N:7]1)=[O:5].[NH:28]1[CH2:33][CH2:32][CH:31]([C:34]([O:36][C:37]([CH3:40])([CH3:39])[CH3:38])=[O:35])[CH2:30][CH2:29]1.COC(C)(C)C.C(=O)([O-])[O-].[Cs+].[Cs+]. Product: [C:37]([O:36][C:34]([CH:31]1[CH2:32][CH2:33][N:28]([C:8]2[C:9]3[C:14](=[CH:13][C:12]([C:15]([O:17][CH3:18])=[O:16])=[CH:11][CH:10]=3)[N:6]([C:4](=[O:5])[C:3]3[C:20]([C:24]([F:27])([F:26])[F:25])=[CH:21][CH:22]=[CH:23][C:2]=3[Cl:1])[N:7]=2)[CH2:29][CH2:30]1)=[O:35])([CH3:40])([CH3:38])[CH3:39]. The catalyst class is: 684. (6) Reactant: [C:1]([O:8][CH3:9])(=[O:7])/[CH:2]=[CH:3]/[C:4]([O-:6])=[O:5].C1(C)C=CC=CC=1.[CH2:17]([N:19]([CH2:24][CH3:25])[C:20](=[O:23])[CH2:21]Cl)[CH3:18].C(N(CC)CC)C. Product: [C:4]([O:6][CH2:21][C:20](=[O:23])[N:19]([CH2:24][CH3:25])[CH2:17][CH3:18])(=[O:5])/[CH:3]=[CH:2]/[C:1]([O:8][CH3:9])=[O:7]. The catalyst class is: 6.